From a dataset of Reaction yield outcomes from USPTO patents with 853,638 reactions. Predict the reaction yield, written as a fraction of the theoretical maximum amount of product (1.0 means a 100% yield; for example, 0.34 means a 34% yield). (1) The reactants are [CH:1]([CH:3]=[CH2:4])=[O:2].[C:5](=O)([O-])[O-].[K+].[K+].I[C:12]1[CH:13]=[C:14]([CH:19]=[CH:20][CH:21]=1)[C:15]([O:17][CH3:18])=[O:16]. The catalyst is [Br-].C([N+](CCCC)(CCCC)CCCC)CCC.CN(C=O)C.C(OCC)(=O)C.C([O-])(=O)C.[Pd+2].C([O-])(=O)C. The product is [O:2]=[CH:1][CH:3]=[CH:4][C:12]1[CH:13]=[C:14]([CH:19]=[CH:20][CH:21]=1)[C:15]([O:17][CH2:18][CH3:5])=[O:16]. The yield is 0.960. (2) The reactants are [CH2:1]([N:3]1[C:11]2[C:6](=[CH:7][C:8]([N+:16]([O-:18])=[O:17])=[C:9]([NH:12]C(=O)C)[CH:10]=2)[C:5]([CH3:20])([CH3:19])[C:4]1=[O:21])[CH3:2].Cl. The catalyst is C(O)C. The product is [NH2:12][C:9]1[CH:10]=[C:11]2[C:6]([C:5]([CH3:19])([CH3:20])[C:4](=[O:21])[N:3]2[CH2:1][CH3:2])=[CH:7][C:8]=1[N+:16]([O-:18])=[O:17]. The yield is 0.930. (3) The reactants are [CH:1]1([CH2:6][C@H:7]([N:11]2[CH2:19][C:18]3[C:13](=[CH:14][CH:15]=[CH:16][CH:17]=3)[C:12]2=[O:20])[C:8]([OH:10])=O)[CH2:5][CH2:4][CH2:3][CH2:2]1.[CH3:21][O:22][CH2:23][CH2:24][N:25]1[CH:29]=[CH:28][C:27]([NH2:30])=[N:26]1.F[P-](F)(F)(F)(F)F.N1(O[P+](N(C)C)(N(C)C)N(C)C)C2C=CC=CC=2N=N1.C(N(CC)C(C)C)(C)C. The catalyst is C(Cl)Cl. The product is [CH:1]1([CH2:6][C@H:7]([N:11]2[CH2:19][C:18]3[C:13](=[CH:14][CH:15]=[CH:16][CH:17]=3)[C:12]2=[O:20])[C:8]([NH:30][C:27]2[CH:28]=[CH:29][N:25]([CH2:24][CH2:23][O:22][CH3:21])[N:26]=2)=[O:10])[CH2:2][CH2:3][CH2:4][CH2:5]1. The yield is 0.650. (4) The reactants are [NH2:1][C:2]1[C:7]([F:8])=[CH:6][N:5]([C:9]2[CH:13]=[CH:12][S:11][CH:10]=2)[C:4](=[O:14])[N:3]=1. The catalyst is CN(C(OC)OC)C. The product is [F:8][C:7]1[C:2](/[N:1]=[CH:4]/[N:5]([CH3:9])[CH3:6])=[N:3][C:4](=[O:14])[N:5]([C:9]2[CH:13]=[CH:12][S:11][CH:10]=2)[CH:6]=1. The yield is 0.430. (5) The reactants are F[C:2]1[CH:3]=[CH:4][C:5]([N+:11]([O-:13])=[O:12])=[C:6]([CH:10]=1)[C:7]([NH2:9])=[O:8].[NH:14]1[CH2:19][CH2:18][CH2:17][CH2:16][CH2:15]1.C(N(C(C)C)CC)(C)C. The catalyst is C1COCC1. The product is [N+:11]([C:5]1[CH:4]=[CH:3][C:2]([N:14]2[CH2:19][CH2:18][CH2:17][CH2:16][CH2:15]2)=[CH:10][C:6]=1[C:7]([NH2:9])=[O:8])([O-:13])=[O:12]. The yield is 1.00.